Predict which catalyst facilitates the given reaction. From a dataset of Catalyst prediction with 721,799 reactions and 888 catalyst types from USPTO. (1) Reactant: C(N(CC)CC)C.[C:8](Cl)(=[O:15])[C:9]1[CH:14]=[CH:13][CH:12]=[CH:11][CH:10]=1.Cl.Cl.[NH2:19][C:20]1[CH:52]=[CH:51][C:23]([O:24][C:25]2[CH:26]=[CH:27][C:28]3[N:32]=[C:31]([CH2:33][O:34][C:35]4[CH:48]=[CH:47][C:38]([CH2:39][CH:40]5[S:44][C:43](=[O:45])[NH:42][C:41]5=[O:46])=[CH:37][CH:36]=4)[N:30]([CH3:49])[C:29]=3[CH:50]=2)=[CH:22][CH:21]=1. Product: [O:45]=[C:43]1[NH:42][C:41](=[O:46])[CH:40]([CH2:39][C:38]2[CH:37]=[CH:36][C:35]([O:34][CH2:33][C:31]3[N:30]([CH3:49])[C:29]4[CH:50]=[C:25]([O:24][C:23]5[CH:51]=[CH:52][C:20]([NH:19][C:8](=[O:15])[C:9]6[CH:14]=[CH:13][CH:12]=[CH:11][CH:10]=6)=[CH:21][CH:22]=5)[CH:26]=[CH:27][C:28]=4[N:32]=3)=[CH:48][CH:47]=2)[S:44]1. The catalyst class is: 9. (2) Reactant: [N:1]([C:4]1([C:10]2[CH:15]=[CH:14][CH:13]=[C:12]([O:16][CH3:17])[CH:11]=2)[CH2:9][CH2:8][CH2:7][CH2:6][CH2:5]1)=[N+]=[N-].[H-].[H-].[H-].[H-].[Li+].[Al+3].[OH-].[Na+].O. Product: [CH3:17][O:16][C:12]1[CH:11]=[C:10]([C:4]2([NH2:1])[CH2:9][CH2:8][CH2:7][CH2:6][CH2:5]2)[CH:15]=[CH:14][CH:13]=1. The catalyst class is: 1.